This data is from Reaction yield outcomes from USPTO patents with 853,638 reactions. The task is: Predict the reaction yield, written as a fraction of the theoretical maximum amount of product (1.0 means a 100% yield; for example, 0.34 means a 34% yield). (1) The reactants are [CH2:1](Br)[C:2]1[CH:7]=[CH:6][CH:5]=[CH:4][CH:3]=1.[CH3:9][O:10][C:11]([C:13]1[C:22]([CH3:23])=[C:21]([OH:24])[C:20]2[C:15](=[CH:16][CH:17]=[C:18]([F:25])[CH:19]=2)[CH:14]=1)=[O:12].C(=O)([O-])[O-].[K+].[K+].C(OCC)(=O)C. The catalyst is CC(C)=O. The product is [CH3:9][O:10][C:11]([C:13]1[C:22]([CH3:23])=[C:21]([O:24][CH2:1][C:2]2[CH:7]=[CH:6][CH:5]=[CH:4][CH:3]=2)[C:20]2[C:15](=[CH:16][CH:17]=[C:18]([F:25])[CH:19]=2)[CH:14]=1)=[O:12]. The yield is 0.660. (2) The reactants are [CH3:1][C:2]([C:7]1[NH:8][C:9]2[C:14]([CH:15]=1)=[CH:13][C:12]([N+:16]([O-:18])=[O:17])=[CH:11][CH:10]=2)([CH3:6])[C:3](O)=[O:4].C(Cl)CCl.C1C=CC2N(O)N=[N:29]C=2C=1.[Cl-].[NH4+]. The catalyst is C(#N)C.CCN(CC)CC.O. The product is [CH3:1][C:2]([C:7]1[NH:8][C:9]2[C:14]([CH:15]=1)=[CH:13][C:12]([N+:16]([O-:18])=[O:17])=[CH:11][CH:10]=2)([CH3:6])[C:3]([NH2:29])=[O:4]. The yield is 0.990. (3) The reactants are [Br:1][C:2]1[C:3]([SH:8])=[N:4][CH:5]=[CH:6][CH:7]=1.Br[CH:10]1[CH2:15][CH2:14][N:13]([C:16]([O:18][C:19]([CH3:22])([CH3:21])[CH3:20])=[O:17])[CH2:12][CH2:11]1.C([O-])([O-])=O.[K+].[K+]. The catalyst is CN(C=O)C. The product is [Br:1][C:2]1[C:3]([S:8][CH:10]2[CH2:15][CH2:14][N:13]([C:16]([O:18][C:19]([CH3:22])([CH3:21])[CH3:20])=[O:17])[CH2:12][CH2:11]2)=[N:4][CH:5]=[CH:6][CH:7]=1. The yield is 0.540. (4) The reactants are [Li][CH2:2]CCC.[CH3:6][CH2:7][C:8]([C:10]1[CH:15]=[CH:14][C:13]([Br:16])=[CH:12][CH:11]=1)=O. The catalyst is CCOCC.[Br-].C[P+](C1C=CC=CC=1)(C1C=CC=CC=1)C1C=CC=CC=1. The product is [Br:16][C:13]1[CH:14]=[CH:15][C:10]([C:8](=[CH2:2])[CH2:7][CH3:6])=[CH:11][CH:12]=1. The yield is 0.310.